From a dataset of Human liver microsome stability data. Regression/Classification. Given a drug SMILES string, predict its absorption, distribution, metabolism, or excretion properties. Task type varies by dataset: regression for continuous measurements (e.g., permeability, clearance, half-life) or binary classification for categorical outcomes (e.g., BBB penetration, CYP inhibition). Dataset: hlm. (1) The drug is Cc1ccc2c(c1)CC(C(=O)Nc1ccc(-c3cn[nH]c3)cc1)CO2. The result is 0 (unstable in human liver microsomes). (2) The drug is CC(C)[C@@H](NC(=O)c1ccc(-c2ccc(CSc3nc(O)c4c(n3)CCC4)c(F)c2)o1)C(=O)NC1COC1. The result is 1 (stable in human liver microsomes). (3) The molecule is CCC(=O)N1C[C@@H]2C[C@H]1CN2C(=O)[C@@]1(C(C)C)CC[C@@H](NC2CCOCC2)C1. The result is 0 (unstable in human liver microsomes). (4) The compound is CS(=O)(=O)c1cnc(O[C@H]2CC[C@H](OC3CCN(C(=O)OC(CF)CF)CC3)CC2)cn1. The result is 0 (unstable in human liver microsomes).